From a dataset of Reaction yield outcomes from USPTO patents with 853,638 reactions. Predict the reaction yield, written as a fraction of the theoretical maximum amount of product (1.0 means a 100% yield; for example, 0.34 means a 34% yield). (1) The product is [CH2:1]([N:8]1[C:16]2[C:15]([Cl:42])=[N:14][CH:13]=[N:12][C:11]=2[C:10]([C:18]([NH:30][C:25]2[CH:26]=[C:27]([O:28][CH3:29])[C:22]([Br:21])=[C:23]([O:31][CH3:32])[CH:24]=2)=[O:20])=[CH:9]1)[C:2]1[CH:3]=[CH:4][CH:5]=[CH:6][CH:7]=1. The reactants are [CH2:1]([N:8]1[C:16]2[C:15](=O)[NH:14][CH:13]=[N:12][C:11]=2[C:10]([C:18]([OH:20])=O)=[CH:9]1)[C:2]1[CH:7]=[CH:6][CH:5]=[CH:4][CH:3]=1.[Br:21][C:22]1[C:27]([O:28][CH3:29])=[CH:26][C:25]([NH2:30])=[CH:24][C:23]=1[O:31][CH3:32].C(N(CC)CC)C.O=P(Cl)(Cl)[Cl:42]. The yield is 0.950. No catalyst specified. (2) The reactants are [Br:1][C:2]1[CH:7]=[CH:6][C:5]([S:8](Cl)(=[O:10])=[O:9])=[CH:4][CH:3]=1.[CH2:12]([O:19][CH2:20][CH2:21][OH:22])[C:13]1[CH:18]=[CH:17][CH:16]=[CH:15][CH:14]=1.C(N(CC)CC)C.O. The catalyst is ClCCl. The product is [Br:1][C:2]1[CH:7]=[CH:6][C:5]([S:8]([O:22][CH2:21][CH2:20][O:19][CH2:12][C:13]2[CH:18]=[CH:17][CH:16]=[CH:15][CH:14]=2)(=[O:10])=[O:9])=[CH:4][CH:3]=1. The yield is 0.940.